Task: Predict which catalyst facilitates the given reaction.. Dataset: Catalyst prediction with 721,799 reactions and 888 catalyst types from USPTO (1) Reactant: [NH2:1][C:2]1[S:3][CH:4]=[CH:5][N:6]=1.[C:7](N1C=CN=C1)(N1C=CN=C1)=[O:8].[CH3:19][C:20]1[C:21]([CH2:27][N:28]([CH2:35][C:36]2[C:41]([CH:42]([CH3:44])[CH3:43])=[CH:40][CH:39]=[CH:38][N:37]=2)[CH:29]2[CH2:34][CH2:33][NH:32][CH2:31][CH2:30]2)=[N:22][CH:23]=[C:24]([CH3:26])[CH:25]=1. Product: [S:3]1[CH:4]=[CH:5][N:6]=[C:2]1[NH:1][C:7]([N:32]1[CH2:33][CH2:34][CH:29]([N:28]([CH2:27][C:21]2[C:20]([CH3:19])=[CH:25][C:24]([CH3:26])=[CH:23][N:22]=2)[CH2:35][C:36]2[C:41]([CH:42]([CH3:44])[CH3:43])=[CH:40][CH:39]=[CH:38][N:37]=2)[CH2:30][CH2:31]1)=[O:8]. The catalyst class is: 759. (2) Reactant: [C:1]([C:5]1[CH:33]=[CH:32][C:8]([C:9]([CH:11]([C:16](=[O:31])[CH2:17][CH2:18][CH2:19][N:20]2[C:28](=[O:29])[C:27]3[C:22](=[CH:23][CH:24]=[CH:25][CH:26]=3)[C:21]2=[O:30])C(OC)=O)=[O:10])=[CH:7][CH:6]=1)([CH3:4])([CH3:3])[CH3:2].[Li+].[Cl-].O. Product: [C:1]([C:5]1[CH:6]=[CH:7][C:8]([C:9](=[O:10])[CH2:11][C:16](=[O:31])[CH2:17][CH2:18][CH2:19][N:20]2[C:28](=[O:29])[C:27]3[C:22](=[CH:23][CH:24]=[CH:25][CH:26]=3)[C:21]2=[O:30])=[CH:32][CH:33]=1)([CH3:4])([CH3:2])[CH3:3]. The catalyst class is: 16. (3) Reactant: P([O-])([O-])([O-])=O.[CH2:6]([O:13][C:14]1[C:21]([O:22][CH2:23][C:24]2[CH:29]=[CH:28][CH:27]=[CH:26][CH:25]=2)=[CH:20][CH:19]=[CH:18][C:15]=1[C:16]#[N:17])[C:7]1[CH:12]=[CH:11][CH:10]=[CH:9][CH:8]=1.O.Cl.N[C@H:33]([C:36]([OH:38])=[O:37])[CH2:34][SH:35].C(=O)([O-])O.[Na+]. Product: [CH2:6]([O:13][C:14]1[C:21]([O:22][CH2:23][C:24]2[CH:29]=[CH:28][CH:27]=[CH:26][CH:25]=2)=[CH:20][CH:19]=[CH:18][C:15]=1[C:16]1[S:35][CH2:34][C@@H:33]([C:36]([OH:38])=[O:37])[N:17]=1)[C:7]1[CH:8]=[CH:9][CH:10]=[CH:11][CH:12]=1. The catalyst class is: 5. (4) Reactant: Br[C:2]1[CH:3]=[C:4]([CH2:7][N:8]2[CH2:13][CH2:12][N:11]([CH3:14])[CH2:10][CH2:9]2)[O:5][CH:6]=1.C([Li])(C)(C)C.[CH2:20]([Sn:24]([CH2:30][CH2:31][CH2:32][CH3:33])([CH2:26][CH2:27][CH2:28][CH3:29])Cl)[CH2:21][CH2:22][CH3:23]. Product: [CH3:14][N:11]1[CH2:12][CH2:13][N:8]([CH2:7][C:4]2[O:5][CH:6]=[C:2]([Sn:24]([CH2:26][CH2:27][CH2:28][CH3:29])([CH2:30][CH2:31][CH2:32][CH3:33])[CH2:20][CH2:21][CH2:22][CH3:23])[CH:3]=2)[CH2:9][CH2:10]1. The catalyst class is: 1. (5) Reactant: [NH2:1][C:2]1[NH:7][C:6](=[O:8])[NH:5][C:4](=[O:9])[CH:3]=1.[CH3:10][C:11]([O-])=O.[Na+].ClCC=O. Product: [OH:8][C:6]1[N:5]=[C:4]([OH:9])[C:3]2[CH:11]=[CH:10][NH:1][C:2]=2[N:7]=1. The catalyst class is: 6.